This data is from Forward reaction prediction with 1.9M reactions from USPTO patents (1976-2016). The task is: Predict the product of the given reaction. (1) Given the reactants [CH2:1]([O:8][C:9]1[C:14]([CH2:15][N:16]2[C:22](=[O:23])[C:21]3[C:24]([CH3:33])=[C:25]([O:29][CH:30]([CH3:32])[CH3:31])[CH:26]=[C:27](Br)[C:20]=3[O:19][CH2:18][CH2:17]2)=[C:13]([CH3:34])[CH:12]=[C:11]([CH3:35])[N:10]=1)[C:2]1[CH:7]=[CH:6][CH:5]=[CH:4][CH:3]=1.[CH3:36][NH:37][C:38]1[N:43]=[CH:42][C:41](B2OC(C)(C)C(C)(C)O2)=[CH:40][N:39]=1.C(=O)([O-])[O-].[Na+].[Na+].N#N, predict the reaction product. The product is: [CH2:1]([O:8][C:9]1[C:14]([CH2:15][N:16]2[C:22](=[O:23])[C:21]3[C:24]([CH3:33])=[C:25]([O:29][CH:30]([CH3:32])[CH3:31])[CH:26]=[C:27]([C:41]4[CH:40]=[N:39][C:38]([NH:37][CH3:36])=[N:43][CH:42]=4)[C:20]=3[O:19][CH2:18][CH2:17]2)=[C:13]([CH3:34])[CH:12]=[C:11]([CH3:35])[N:10]=1)[C:2]1[CH:7]=[CH:6][CH:5]=[CH:4][CH:3]=1. (2) Given the reactants [F:1][C:2]([F:31])([F:30])[C@H:3]1[CH2:8][CH2:7][C@H:6]([NH:9][C:10](=[O:29])[C:11]2[CH:16]=[C:15]([N+:17]([O-])=O)[C:14]([NH:20][CH3:21])=[CH:13][C:12]=2[NH:22][CH:23]2[CH2:26][C:25]([F:28])([F:27])[CH2:24]2)[CH2:5][CH2:4]1, predict the reaction product. The product is: [F:1][C:2]([F:30])([F:31])[C@H:3]1[CH2:8][CH2:7][C@H:6]([NH:9][C:10](=[O:29])[C:11]2[CH:16]=[C:15]([NH2:17])[C:14]([NH:20][CH3:21])=[CH:13][C:12]=2[NH:22][CH:23]2[CH2:24][C:25]([F:27])([F:28])[CH2:26]2)[CH2:5][CH2:4]1. (3) The product is: [CH2:47]([N+:42]([CH2:3][CH2:2][CH2:10][CH3:9])([CH2:38][CH2:39][CH2:40][CH3:41])[CH2:43][CH2:44][CH2:45][CH3:46])[CH2:48][CH2:49][CH3:50].[O:31]([CH2:12][C:11]([N:7]1[C:8]2[C:4](=[CH:3][C:2]([Br:1])=[CH:10][CH:9]=2)[C:5](/[C:15](/[C:27]#[N:28])=[CH:16]/[C:17]2[CH:18]=[C:19]([C:20]#[N:21])[CH:22]=[CH:23][C:24]=2[O:25][CH3:26])=[CH:6]1)=[O:14])[P:30]([O:33][P:34]([O-:37])([O-:36])=[O:35])(=[O:29])[O-:32].[CH2:60]([N+:55]([CH2:64][CH2:65][CH2:66][CH3:67])([CH2:51][CH2:52][CH2:53][CH3:54])[CH2:56][CH2:57][CH2:58][CH3:59])[CH2:61][CH2:62][CH3:63].[CH2:73]([N+:68]([CH2:77][CH2:78][CH2:79][CH3:80])([CH2:64][CH2:65][CH2:66][CH3:67])[CH2:69][CH2:70][CH2:71][CH3:72])[CH2:74][CH2:75][CH3:76]. Given the reactants [Br:1][C:2]1[CH:3]=[C:4]2[C:8](=[CH:9][CH:10]=1)[N:7]([C:11](=[O:14])[CH2:12]Br)[CH:6]=[C:5]2/[C:15](/[C:27]#[N:28])=[CH:16]/[C:17]1[CH:18]=[C:19]([CH:22]=[CH:23][C:24]=1[O:25][CH3:26])[C:20]#[N:21].[O-:29][P:30]([O:33][P:34]([O-:37])([O-:36])=[O:35])(=[O:32])[O-:31].[CH2:38]([NH+:42]([CH2:47][CH2:48][CH2:49][CH3:50])[CH2:43][CH2:44][CH2:45][CH3:46])[CH2:39][CH2:40][CH3:41].[CH2:51]([NH+:55]([CH2:60][CH2:61][CH2:62][CH3:63])[CH2:56][CH2:57][CH2:58][CH3:59])[CH2:52][CH2:53][CH3:54].[CH2:64]([NH+:68]([CH2:73][CH2:74][CH2:75][CH3:76])[CH2:69][CH2:70][CH2:71][CH3:72])[CH2:65][CH2:66][CH3:67].[CH2:77]([NH+](CCCC)CCCC)[CH2:78][CH2:79][CH3:80], predict the reaction product. (4) Given the reactants [CH3:1][C:2]1[N:7]=[C:6]([C:8]([N:10]2[CH:14]3[CH2:15][CH2:16][CH:11]2[CH:12]([CH2:17][O:18][C:19]2[CH:24]=[CH:23][CH:22]=[CH:21][N:20]=2)[CH2:13]3)=[O:9])[C:5]([N:25]2[CH2:30][CH2:29][N:28](C(OC(C)(C)C)=O)[CH2:27][CH2:26]2)=[CH:4][CH:3]=1.Cl, predict the reaction product. The product is: [CH3:1][C:2]1[N:7]=[C:6]([C:8]([N:10]2[CH:14]3[CH2:15][CH2:16][CH:11]2[CH:12]([CH2:17][O:18][C:19]2[CH:24]=[CH:23][CH:22]=[CH:21][N:20]=2)[CH2:13]3)=[O:9])[C:5]([N:25]2[CH2:30][CH2:29][NH:28][CH2:27][CH2:26]2)=[CH:4][CH:3]=1.